Dataset: Full USPTO retrosynthesis dataset with 1.9M reactions from patents (1976-2016). Task: Predict the reactants needed to synthesize the given product. Given the product [C:1]([C@@H:4]1[CH2:9][CH2:8][CH2:7][C@H:6]([NH:10][C:11](=[O:20])[O:12][CH2:13][C:14]2[CH:15]=[CH:16][CH:17]=[CH:18][CH:19]=2)[CH2:5]1)#[N:2], predict the reactants needed to synthesize it. The reactants are: [C:1]([C@@H:4]1[CH2:9][CH2:8][CH2:7][C@H:6]([NH:10][C:11](=[O:20])[O:12][CH2:13][C:14]2[CH:19]=[CH:18][CH:17]=[CH:16][CH:15]=2)[CH2:5]1)(=O)[NH2:2].ClC1N=C(Cl)N=C(Cl)N=1.